Dataset: Full USPTO retrosynthesis dataset with 1.9M reactions from patents (1976-2016). Task: Predict the reactants needed to synthesize the given product. (1) The reactants are: [NH3:1].[CH2:2]([O:9][C:10]1[CH:11]=[C:12]([C:16]2[N:17]=[C:18]([C:26]3[CH:27]=[C:28]([CH2:32][OH:33])[CH:29]=[CH:30][CH:31]=3)[N:19]3[CH:24]=[CH:23][N:22]=[C:21](Cl)[C:20]=23)[CH:13]=[CH:14][CH:15]=1)[C:3]1[CH:8]=[CH:7][CH:6]=[CH:5][CH:4]=1. Given the product [NH2:1][C:21]1[C:20]2[N:19]([C:18]([C:26]3[CH:27]=[C:28]([CH2:32][OH:33])[CH:29]=[CH:30][CH:31]=3)=[N:17][C:16]=2[C:12]2[CH:13]=[CH:14][CH:15]=[C:10]([O:9][CH2:2][C:3]3[CH:8]=[CH:7][CH:6]=[CH:5][CH:4]=3)[CH:11]=2)[CH:24]=[CH:23][N:22]=1, predict the reactants needed to synthesize it. (2) Given the product [ClH:3].[CH2:4]([N:7]1[C:11]2=[C:12]([N:16]3[CH2:25][CH2:24][C:23]4[C:18](=[CH:19][CH:20]=[CH:21][CH:22]=4)[CH2:17]3)[N:13]=[CH:14][CH:15]=[C:10]2[C:9]([S:26]([CH3:27])=[O:31])=[C:8]1[CH3:28])[CH:5]=[CH2:6], predict the reactants needed to synthesize it. The reactants are: OO.[ClH:3].[CH2:4]([N:7]1[C:11]2=[C:12]([N:16]3[CH2:25][CH2:24][C:23]4[C:18](=[CH:19][CH:20]=[CH:21][CH:22]=4)[CH2:17]3)[N:13]=[CH:14][CH:15]=[C:10]2[C:9]([S:26][CH3:27])=[C:8]1[CH3:28])[CH:5]=[CH2:6].S([O-])([O-])(=[O:31])=S.[Na+].[Na+].C(=O)([O-])[O-].[K+].[K+]. (3) Given the product [CH3:30][S:31]([O:34][CH2:35][CH2:36][N:37]1[CH2:38][CH:39]2[CH:41]([CH:40]2[NH:43][C:44]([O:46][C:47]([CH3:50])([CH3:49])[CH3:48])=[O:45])[CH2:42]1)(=[O:32])=[O:33], predict the reactants needed to synthesize it. The reactants are: OCCN1CC2C(C2NC(=O)OC(C)(C)C)C1.C(N(CC)CC)C.CS(Cl)(=O)=O.[CH3:30][S:31]([O:34][CH2:35][CH2:36][N:37]1[CH2:42][CH2:41][CH:40]([NH:43][C:44]([O:46][C:47]([CH3:50])([CH3:49])[CH3:48])=[O:45])[CH2:39][CH2:38]1)(=[O:33])=[O:32].S([O-])(=O)(=O)C. (4) Given the product [Cl:1][C:2]1[CH:3]=[CH:4][C:5]2[N:6]([CH:8]=[C:9]([NH:11][C:13]3[CH:18]=[CH:17][C:16]([S:19]([CH3:22])(=[O:21])=[O:20])=[CH:15][C:14]=3[O:23][CH3:24])[N:10]=2)[N:7]=1, predict the reactants needed to synthesize it. The reactants are: [Cl:1][C:2]1[CH:3]=[CH:4][C:5]2[N:6]([CH:8]=[C:9]([NH2:11])[N:10]=2)[N:7]=1.Br[C:13]1[CH:18]=[CH:17][C:16]([S:19]([CH3:22])(=[O:21])=[O:20])=[CH:15][C:14]=1[O:23][CH3:24].CC(C1C=C(C(C)C)C(C2C=CC=CC=2P(C2CCCCC2)C2CCCCC2)=C(C(C)C)C=1)C.O.P([O-])([O-])([O-])=O.[K+].[K+].[K+]. (5) Given the product [Cl:32][C:33]1[CH:38]=[C:37]([C:8]2[C:6]3[O:7][C@:2]([CH2:20][O:21][S:22]([C:25]4[CH:26]=[CH:27][C:28]([CH3:31])=[CH:29][CH:30]=4)(=[O:23])=[O:24])([CH3:1])[CH2:3][O:4][C:5]=3[CH:11]=[CH:10][CH:9]=2)[CH:36]=[CH:35][CH:34]=1, predict the reactants needed to synthesize it. The reactants are: [CH3:1][C@@:2]1([CH2:20][O:21][S:22]([C:25]2[CH:30]=[CH:29][C:28]([CH3:31])=[CH:27][CH:26]=2)(=[O:24])=[O:23])[O:7][C:6]2[C:8](OS(C(F)(F)F)(=O)=O)=[CH:9][CH:10]=[CH:11][C:5]=2[O:4][CH2:3]1.[Cl:32][C:33]1[CH:34]=[C:35](B(O)O)[CH:36]=[CH:37][CH:38]=1. (6) Given the product [CH3:29][O:28][C:26](=[O:27])[C:25]1[CH:30]=[CH:31][C:22]([N:1]2[CH:5]=[C:4]([C:6]3[C:7]([C:15]4[CH:16]=[CH:17][CH:18]=[CH:19][CH:20]=4)=[N:8][O:9][C:10]=3[C:11]([F:14])([F:12])[F:13])[N:3]=[CH:2]2)=[N:23][CH:24]=1, predict the reactants needed to synthesize it. The reactants are: [NH:1]1[CH:5]=[C:4]([C:6]2[C:7]([C:15]3[CH:20]=[CH:19][CH:18]=[CH:17][CH:16]=3)=[N:8][O:9][C:10]=2[C:11]([F:14])([F:13])[F:12])[N:3]=[CH:2]1.Cl[C:22]1[CH:31]=[CH:30][C:25]([C:26]([O:28][CH3:29])=[O:27])=[CH:24][N:23]=1.